The task is: Predict the reaction yield, written as a fraction of the theoretical maximum amount of product (1.0 means a 100% yield; for example, 0.34 means a 34% yield).. This data is from Reaction yield outcomes from USPTO patents with 853,638 reactions. (1) The reactants are [CH3:1][C:2]1[C:3](I)=[C:4]([OH:23])[CH:5]=[C:6]([CH3:22])[C:7]=1[CH2:8][C:9]1[CH:14]=[CH:13][C:12]([O:15][CH2:16][O:17][CH3:18])=[C:11]([CH:19]([CH3:21])[CH3:20])[CH:10]=1. The catalyst is CO.Cl[Pd](Cl)([P](C1C=CC=CC=1)(C1C=CC=CC=1)C1C=CC=CC=1)[P](C1C=CC=CC=1)(C1C=CC=CC=1)C1C=CC=CC=1. The product is [CH3:1][C:2]1[C:7]([CH2:8][C:9]2[CH:14]=[CH:13][C:12]([O:15][CH2:16][O:17][CH3:18])=[C:11]([CH:19]([CH3:21])[CH3:20])[CH:10]=2)=[C:6]([CH3:22])[CH:5]=[C:4]([OH:23])[C:3]=1[C:16]([O:15][CH3:12])=[O:17]. The yield is 0.380. (2) The reactants are [N+:1]([C:4]1[CH:5]=[C:6]2[C:10](=[CH:11][CH:12]=1)[NH:9][CH:8]=[CH:7]2)([O-:3])=[O:2].[Al+3].[Cl-].[Cl-].[Cl-].Br[C:18]([CH3:21])([CH3:20])[CH3:19]. The catalyst is C(Cl)Cl. The product is [C:18]([C:7]1[C:6]2[C:10](=[CH:11][CH:12]=[C:4]([N+:1]([O-:3])=[O:2])[CH:5]=2)[NH:9][CH:8]=1)([CH3:21])([CH3:20])[CH3:19]. The yield is 0.310. (3) The reactants are [N+:1]([C:4]1[C:5]([C:9]([OH:11])=[O:10])=[N:6][NH:7][CH:8]=1)([O-:3])=[O:2].S(Cl)(Cl)=O.[CH3:16]O. No catalyst specified. The product is [CH3:16][O:10][C:9]([C:5]1[C:4]([N+:1]([O-:3])=[O:2])=[CH:8][NH:7][N:6]=1)=[O:11]. The yield is 0.995. (4) The reactants are Cl[C:2]1[N:3]=[C:4]([O:21][CH3:22])[C:5]2[CH:10]=[CH:9][N:8]([C:11]3[CH:20]=[CH:19][C:14]([C:15]([O:17][CH3:18])=[O:16])=[CH:13][CH:12]=3)[C:6]=2[N:7]=1.[Cl:23][C:24]1[CH:25]=[C:26](B(O)O)[CH:27]=[CH:28][C:29]=1[O:30][CH3:31].ClCCl.C([O-])([O-])=O.[Cs+].[Cs+]. The catalyst is O1CCOCC1. The product is [Cl:23][C:24]1[CH:25]=[C:26]([C:2]2[N:3]=[C:4]([O:21][CH3:22])[C:5]3[CH:10]=[CH:9][N:8]([C:11]4[CH:20]=[CH:19][C:14]([C:15]([O:17][CH3:18])=[O:16])=[CH:13][CH:12]=4)[C:6]=3[N:7]=2)[CH:27]=[CH:28][C:29]=1[O:30][CH3:31]. The yield is 0.770. (5) The reactants are C(N(CC)CC)C.[CH3:8][C@H:9]1[C:17]2[C:16]([N:18]3[CH2:23][CH2:22][N:21]([C:24]([O:26][C:27]([CH3:30])([CH3:29])[CH3:28])=[O:25])[CH2:20][CH2:19]3)=[N:15][CH:14]=[N:13][C:12]=2[C:11](=[O:31])[CH2:10]1.O[C@H]1C2N=CN=C(N3CCN(C(OC(C)(C)C)=O)CC3)C=2[C@H](C)C1. The catalyst is C(Cl)Cl. The product is [OH:31][C@@H:11]1[C:12]2[N:13]=[CH:14][N:15]=[C:16]([N:18]3[CH2:23][CH2:22][N:21]([C:24]([O:26][C:27]([CH3:30])([CH3:29])[CH3:28])=[O:25])[CH2:20][CH2:19]3)[C:17]=2[C@H:9]([CH3:8])[CH2:10]1. The yield is 0.953. (6) The yield is 0.680. The catalyst is N1C=CC=CC=1. The reactants are [F:1][C:2]1[CH:3]=[CH:4][C:5]([N+:11]([O-:13])=[O:12])=[C:6]([CH:10]=1)[C:7]([OH:9])=O.[NH2:14][C:15]1[CH:20]=[CH:19][C:18]([Br:21])=[CH:17][N:16]=1.P(Cl)(Cl)(Cl)=O. The product is [Br:21][C:18]1[CH:19]=[CH:20][C:15]([NH:14][C:7]([C:6]2[CH:10]=[C:2]([F:1])[CH:3]=[CH:4][C:5]=2[N+:11]([O-:13])=[O:12])=[O:9])=[N:16][CH:17]=1. (7) The reactants are [NH2:1][C:2]1[N:7]=[CH:6][N:5]=[C:4]2[N:8]([CH:12]([C:14]3[O:15][C:16]4[C:21]([C:22](=[O:31])[C:23]=3[C:24]3[CH:29]=[CH:28][CH:27]=[C:26]([F:30])[CH:25]=3)=[CH:20][CH:19]=[CH:18][CH:17]=4)[CH3:13])[N:9]=[C:10](I)[C:3]=12.[NH:32]1[C:40]2[C:35](=[CH:36][C:37](B3OC(C)(C)C(C)(C)O3)=[CH:38][CH:39]=2)[CH:34]=[CH:33]1.C(=O)([O-])[O-].[Na+].[Na+].ClCCl. The catalyst is CN(C=O)C.C(O)C.O. The product is [NH2:1][C:2]1[N:7]=[CH:6][N:5]=[C:4]2[N:8]([CH:12]([C:14]3[O:15][C:16]4[C:21]([C:22](=[O:31])[C:23]=3[C:24]3[CH:29]=[CH:28][CH:27]=[C:26]([F:30])[CH:25]=3)=[CH:20][CH:19]=[CH:18][CH:17]=4)[CH3:13])[N:9]=[C:10]([C:37]3[CH:36]=[C:35]4[C:40](=[CH:39][CH:38]=3)[NH:32][CH:33]=[CH:34]4)[C:3]=12. The yield is 0.130.